Dataset: Reaction yield outcomes from USPTO patents with 853,638 reactions. Task: Predict the reaction yield, written as a fraction of the theoretical maximum amount of product (1.0 means a 100% yield; for example, 0.34 means a 34% yield). (1) The reactants are OS([O-])=O.[Na+].[CH:6]([C:8]1[CH:17]=[CH:16][C:11]([C:12]([O:14][CH3:15])=[O:13])=[CH:10][CH:9]=1)=O.[C:18]1([NH2:25])[C:19]([NH2:24])=[CH:20][CH:21]=[CH:22][CH:23]=1. The catalyst is C(O)C. The product is [NH:24]1[C:19]2[CH:20]=[CH:21][CH:22]=[CH:23][C:18]=2[N:25]=[C:6]1[C:8]1[CH:17]=[CH:16][C:11]([C:12]([O:14][CH3:15])=[O:13])=[CH:10][CH:9]=1. The yield is 1.00. (2) The reactants are [NH2:1][C@@H:2]([CH2:8][C:9]1[CH:14]=[CH:13][CH:12]=[CH:11][CH:10]=1)[C@H:3]([OH:7])[C:4]([OH:6])=[O:5].CCN(CC)CC.Cl[C:23]([C:25]1[C:26]([CH3:35])=[C:27]([O:31][C:32](=[O:34])[CH3:33])[CH:28]=[CH:29][CH:30]=1)=[O:24].Cl.[Na+].[Cl-]. The catalyst is C1COCC1.O. The product is [C:32]([O:31][C:27]1[C:26]([CH3:35])=[C:25]([CH:30]=[CH:29][CH:28]=1)[C:23]([NH:1][C@@H:2]([CH2:8][C:9]1[CH:14]=[CH:13][CH:12]=[CH:11][CH:10]=1)[C@H:3]([OH:7])[C:4]([OH:6])=[O:5])=[O:24])(=[O:34])[CH3:33]. The yield is 0.920.